From a dataset of Forward reaction prediction with 1.9M reactions from USPTO patents (1976-2016). Predict the product of the given reaction. (1) The product is: [NH2:13][C:6]1[CH:7]=[C:8]([CH:11]=[CH:12][C:5]=1[O:4][C:3]1[CH:16]=[C:17]([Cl:20])[CH:18]=[CH:19][C:2]=1[Cl:1])[C:9]#[N:10]. Given the reactants [Cl:1][C:2]1[CH:19]=[CH:18][C:17]([Cl:20])=[CH:16][C:3]=1[O:4][C:5]1[CH:12]=[CH:11][C:8]([C:9]#[N:10])=[CH:7][C:6]=1[N+:13]([O-])=O.S(S([O-])=O)([O-])=O.[Na+].[Na+], predict the reaction product. (2) Given the reactants [H-].[Na+].[F:3][C:4]1[CH:9]=[CH:8][C:7]([C@@H:10]([OH:12])[CH3:11])=[CH:6][CH:5]=1.[CH2:13](Br)[CH:14]=[CH2:15], predict the reaction product. The product is: [CH2:15]([O:12][C@H:10]([C:7]1[CH:8]=[CH:9][C:4]([F:3])=[CH:5][CH:6]=1)[CH3:11])[CH:14]=[CH2:13]. (3) Given the reactants [CH:1]([C:3]1[CH:12]=[CH:11][C:6]([C:7]([O:9][CH3:10])=[O:8])=[CH:5][N:4]=1)=O.[CH3:13][C:14]1[CH:15]=[C:16]([NH2:29])[CH:17]=[N:18][C:19]=1[N:20]1[CH:24]=[C:23]([C:25]([F:28])([F:27])[F:26])[CH:22]=[N:21]1, predict the reaction product. The product is: [CH3:13][C:14]1[CH:15]=[C:16]([N:29]=[CH:1][C:3]2[CH:12]=[CH:11][C:6]([C:7]([O:9][CH3:10])=[O:8])=[CH:5][N:4]=2)[CH:17]=[N:18][C:19]=1[N:20]1[CH:24]=[C:23]([C:25]([F:28])([F:27])[F:26])[CH:22]=[N:21]1. (4) Given the reactants [Br:1][C:2]1[N:3]=[C:4]([NH:11][C:12]2[CH:17]=[CH:16][C:15]([N:18]3[CH2:23][CH2:22][N:21]([CH:24]4[CH2:27][O:26][CH2:25]4)[CH2:20][CH2:19]3)=[CH:14][CH:13]=2)[C:5]2[N:6]([CH:8]=[CH:9][N:10]=2)[CH:7]=1.[C:28](O[C:28]([O:30][C:31]([CH3:34])([CH3:33])[CH3:32])=[O:29])([O:30][C:31]([CH3:34])([CH3:33])[CH3:32])=[O:29], predict the reaction product. The product is: [Br:1][C:2]1[N:3]=[C:4]([N:11]([C:12]2[CH:13]=[CH:14][C:15]([N:18]3[CH2:23][CH2:22][N:21]([CH:24]4[CH2:27][O:26][CH2:25]4)[CH2:20][CH2:19]3)=[CH:16][CH:17]=2)[C:28](=[O:29])[O:30][C:31]([CH3:34])([CH3:33])[CH3:32])[C:5]2[N:6]([CH:8]=[CH:9][N:10]=2)[CH:7]=1.